Dataset: NCI-60 drug combinations with 297,098 pairs across 59 cell lines. Task: Regression. Given two drug SMILES strings and cell line genomic features, predict the synergy score measuring deviation from expected non-interaction effect. (1) Drug 1: CN(CC1=CN=C2C(=N1)C(=NC(=N2)N)N)C3=CC=C(C=C3)C(=O)NC(CCC(=O)O)C(=O)O. Drug 2: C1=NC2=C(N1)C(=S)N=CN2. Cell line: SF-539. Synergy scores: CSS=44.6, Synergy_ZIP=-6.79, Synergy_Bliss=-1.38, Synergy_Loewe=-0.129, Synergy_HSA=1.52. (2) Drug 1: COC1=C(C=C2C(=C1)N=CN=C2NC3=CC(=C(C=C3)F)Cl)OCCCN4CCOCC4. Cell line: OVCAR-8. Drug 2: CCC(=C(C1=CC=CC=C1)C2=CC=C(C=C2)OCCN(C)C)C3=CC=CC=C3.C(C(=O)O)C(CC(=O)O)(C(=O)O)O. Synergy scores: CSS=25.9, Synergy_ZIP=-2.42, Synergy_Bliss=2.11, Synergy_Loewe=-2.80, Synergy_HSA=1.26. (3) Drug 1: CCC1=CC2CC(C3=C(CN(C2)C1)C4=CC=CC=C4N3)(C5=C(C=C6C(=C5)C78CCN9C7C(C=CC9)(C(C(C8N6C)(C(=O)OC)O)OC(=O)C)CC)OC)C(=O)OC.C(C(C(=O)O)O)(C(=O)O)O. Drug 2: CC1=C(C(CCC1)(C)C)C=CC(=CC=CC(=CC(=O)O)C)C. Cell line: KM12. Synergy scores: CSS=40.3, Synergy_ZIP=-6.32, Synergy_Bliss=-7.93, Synergy_Loewe=-5.17, Synergy_HSA=0.238. (4) Drug 1: C1=CC(=CC=C1C#N)C(C2=CC=C(C=C2)C#N)N3C=NC=N3. Drug 2: CCC1=C2CN3C(=CC4=C(C3=O)COC(=O)C4(CC)O)C2=NC5=C1C=C(C=C5)O. Cell line: SNB-75. Synergy scores: CSS=15.9, Synergy_ZIP=-1.33, Synergy_Bliss=2.61, Synergy_Loewe=-47.1, Synergy_HSA=-0.979. (5) Drug 1: C1CC(C1)(C(=O)O)C(=O)O.[NH2-].[NH2-].[Pt+2]. Drug 2: C1CCC(C(C1)N)N.C(=O)(C(=O)[O-])[O-].[Pt+4]. Cell line: OVCAR-5. Synergy scores: CSS=16.8, Synergy_ZIP=-9.93, Synergy_Bliss=-2.37, Synergy_Loewe=-11.5, Synergy_HSA=-1.11. (6) Drug 1: C1CC(C1)(C(=O)O)C(=O)O.[NH2-].[NH2-].[Pt+2]. Drug 2: C1=CN(C=N1)CC(O)(P(=O)(O)O)P(=O)(O)O. Cell line: NCIH23. Synergy scores: CSS=15.4, Synergy_ZIP=-3.96, Synergy_Bliss=8.31, Synergy_Loewe=-0.628, Synergy_HSA=0.861. (7) Drug 1: CC1OCC2C(O1)C(C(C(O2)OC3C4COC(=O)C4C(C5=CC6=C(C=C35)OCO6)C7=CC(=C(C(=C7)OC)O)OC)O)O. Drug 2: CC12CCC3C(C1CCC2O)C(CC4=C3C=CC(=C4)O)CCCCCCCCCS(=O)CCCC(C(F)(F)F)(F)F. Cell line: SF-268. Synergy scores: CSS=18.6, Synergy_ZIP=-5.67, Synergy_Bliss=-1.46, Synergy_Loewe=-7.48, Synergy_HSA=-2.39. (8) Drug 1: CC(C1=C(C=CC(=C1Cl)F)Cl)OC2=C(N=CC(=C2)C3=CN(N=C3)C4CCNCC4)N. Drug 2: CN(C)N=NC1=C(NC=N1)C(=O)N. Cell line: HT29. Synergy scores: CSS=5.33, Synergy_ZIP=-2.73, Synergy_Bliss=-0.788, Synergy_Loewe=-6.64, Synergy_HSA=-2.30.